Dataset: Merck oncology drug combination screen with 23,052 pairs across 39 cell lines. Task: Regression. Given two drug SMILES strings and cell line genomic features, predict the synergy score measuring deviation from expected non-interaction effect. (1) Drug 1: N.N.O=C(O)C1(C(=O)O)CCC1.[Pt]. Drug 2: O=C(NOCC(O)CO)c1ccc(F)c(F)c1Nc1ccc(I)cc1F. Cell line: NCIH2122. Synergy scores: synergy=-11.1. (2) Drug 1: COC12C(COC(N)=O)C3=C(C(=O)C(C)=C(N)C3=O)N1CC1NC12. Drug 2: CC(C)CC(NC(=O)C(Cc1ccccc1)NC(=O)c1cnccn1)B(O)O. Cell line: CAOV3. Synergy scores: synergy=-8.38.